Dataset: Full USPTO retrosynthesis dataset with 1.9M reactions from patents (1976-2016). Task: Predict the reactants needed to synthesize the given product. (1) Given the product [CH3:1][O:2][C:3]1[C:4](=[O:37])[C:5]([CH3:36])=[C:6]([CH2:12][C:13]2[CH:14]=[CH:15][C:16]([OH:32])=[C:17]([CH:31]=2)[C:18]([NH:20][C:21]2[CH:26]=[CH:25][CH:24]=[CH:23][C:22]=2[C:27]([F:28])([F:30])[F:29])=[O:19])[C:7](=[O:11])[C:8]=1[O:9][CH3:10], predict the reactants needed to synthesize it. The reactants are: [CH3:1][O:2][C:3]1[C:4](=[O:37])[C:5]([CH3:36])=[C:6]([CH2:12][C:13]2[CH:14]=[CH:15][C:16]([O:32]C(=O)C)=[C:17]([CH:31]=2)[C:18]([NH:20][C:21]2[CH:26]=[CH:25][CH:24]=[CH:23][C:22]=2[C:27]([F:30])([F:29])[F:28])=[O:19])[C:7](=[O:11])[C:8]=1[O:9][CH3:10].C(=O)([O-])O.[Na+]. (2) Given the product [C:1]([O:5][C:6](=[O:34])[NH:7][C@H:8]([C:28]1[CH:33]=[CH:32][CH:31]=[CH:30][CH:29]=1)[CH2:9][N:10]1[C:15](=[O:16])[C:14]([NH:17][C:46](=[O:47])[CH2:45][CH2:44][CH2:43][Cl:42])=[CH:13][N:12]([CH2:18][C:19]2[C:20]([F:26])=[CH:21][CH:22]=[CH:23][C:24]=2[F:25])[C:11]1=[O:27])([CH3:4])([CH3:2])[CH3:3], predict the reactants needed to synthesize it. The reactants are: [C:1]([O:5][C:6](=[O:34])[NH:7][C@H:8]([C:28]1[CH:33]=[CH:32][CH:31]=[CH:30][CH:29]=1)[CH2:9][N:10]1[C:15](=[O:16])[C:14]([NH2:17])=[CH:13][N:12]([CH2:18][C:19]2[C:24]([F:25])=[CH:23][CH:22]=[CH:21][C:20]=2[F:26])[C:11]1=[O:27])([CH3:4])([CH3:3])[CH3:2].C(N(CC)CC)C.[Cl:42][CH2:43][CH2:44][CH2:45][C:46](Cl)=[O:47]. (3) The reactants are: [CH3:1][C:2]1[CH:3]=[CH:4][C:5](N2N=CC=N2)=[C:6]([CH:10]=1)[C:7]([OH:9])=[O:8].[CH3:16][C:17]1[CH:18]=[N:19][NH:20][CH:21]=1. Given the product [CH3:1][C:2]1[CH:3]=[CH:4][C:5]([N:19]2[CH:18]=[C:17]([CH3:16])[CH:21]=[N:20]2)=[C:6]([CH:10]=1)[C:7]([OH:9])=[O:8], predict the reactants needed to synthesize it. (4) Given the product [F:1][C:2]1[CH:8]=[CH:7][C:5]([N:6]2[C:10]([C:9]([O:13][CH2:14][CH3:15])=[O:12])=[CH:27][N:26]=[CH:25]2)=[CH:4][CH:3]=1, predict the reactants needed to synthesize it. The reactants are: [F:1][C:2]1[CH:8]=[CH:7][C:5]([NH2:6])=[CH:4][CH:3]=1.[C:9]([O:13][CH2:14][CH3:15])(=[O:12])[CH:10]=O.C1(C)C(S([CH2:25][N+:26]#[C-:27])(=O)=O)=CC=CC=1.C(=O)([O-])[O-].[K+].[K+]. (5) Given the product [Cl:1][C:2]1[CH:7]=[CH:6][C:5]([S:8]([N:11]2[CH2:16][CH2:15][N:14]3[CH2:17][C@H:18]([O:20][CH2:28][CH3:29])[CH2:19][C@H:13]3[CH2:12]2)(=[O:9])=[O:10])=[CH:4][C:3]=1[C:21]([F:22])([F:23])[F:24], predict the reactants needed to synthesize it. The reactants are: [Cl:1][C:2]1[CH:7]=[CH:6][C:5]([S:8]([N:11]2[CH2:16][CH2:15][N:14]3[CH2:17][C@H:18]([OH:20])[CH2:19][C@H:13]3[CH2:12]2)(=[O:10])=[O:9])=[CH:4][C:3]=1[C:21]([F:24])([F:23])[F:22].[H-].[Na+].I[CH2:28][CH3:29].